This data is from Reaction yield outcomes from USPTO patents with 853,638 reactions. The task is: Predict the reaction yield, written as a fraction of the theoretical maximum amount of product (1.0 means a 100% yield; for example, 0.34 means a 34% yield). The reactants are [Br:1][C:2]1[CH:15]=[CH:14][C:13]2[O:12][C:11]3[C:6](=[CH:7]C(OC)=[CH:9][CH:10]=3)[C:5](=O)[C:4]=2[CH:3]=1.[CH2:19]1COCC1.C[Mg+].[Br-].[CH2:27]([Cl:29])Cl. The catalyst is CC1C=CC(S([O-])(=O)=O)=CC=1.C1C=C[NH+]=CC=1. The product is [Br:1][C:2]1[CH:15]=[CH:14][C:13]2[O:12][C:11]3[C:6](=[CH:7][C:27]([Cl:29])=[CH:9][CH:10]=3)[C:5](=[CH2:19])[C:4]=2[CH:3]=1. The yield is 0.680.